From a dataset of Catalyst prediction with 721,799 reactions and 888 catalyst types from USPTO. Predict which catalyst facilitates the given reaction. (1) Reactant: Cl[C:2]1[CH:7]=[C:6]([NH:8][C:9]2[C:10]([C:24]([NH:26][CH3:27])=[O:25])=[N:11][C:12]([C:15]3[CH:16]=[N:17][N:18]([CH2:20][CH2:21][CH2:22][OH:23])[CH:19]=3)=[CH:13][CH:14]=2)[C:5]([C:28]([F:31])([F:30])[F:29])=[CH:4][N:3]=1.[NH2:32][C:33]1[CH:47]=[CH:46][C:36]([CH2:37][P:38](=[O:45])([O:42][CH2:43][CH3:44])[O:39][CH2:40][CH3:41])=[CH:35][C:34]=1[O:48][CH3:49].CC1(C)C2C(=C(P(C3C=CC=CC=3)C3C=CC=CC=3)C=CC=2)OC2C(P(C3C=CC=CC=3)C3C=CC=CC=3)=CC=CC1=2.C([O-])([O-])=O.[Cs+].[Cs+]. Product: [OH:23][CH2:22][CH2:21][CH2:20][N:18]1[CH:19]=[C:15]([C:12]2[N:11]=[C:10]([C:24](=[O:25])[NH:26][CH3:27])[C:9]([NH:8][C:6]3[C:5]([C:28]([F:31])([F:30])[F:29])=[CH:4][N:3]=[C:2]([NH:32][C:33]4[CH:47]=[CH:46][C:36]([CH2:37][P:38](=[O:45])([O:42][CH2:43][CH3:44])[O:39][CH2:40][CH3:41])=[CH:35][C:34]=4[O:48][CH3:49])[CH:7]=3)=[CH:14][CH:13]=2)[CH:16]=[N:17]1. The catalyst class is: 38. (2) Reactant: [Cl:1][C:2]1[CH:3]=[C:4]([NH:17][C:18]2[C:23]([C:24]#[C:25][C:26]3[CH:27]=[C:28]([NH:32][C:33](=O)[CH3:34])[CH:29]=[CH:30][CH:31]=3)=[CH:22][N:21]=[CH:20][N:19]=2)[CH:5]=[CH:6][C:7]=1[O:8][CH2:9][C:10]1[CH:15]=[CH:14][CH:13]=[C:12]([F:16])[CH:11]=1.COC1C=CC(P2(SP(C3C=CC(OC)=CC=3)(=S)S2)=[S:45])=CC=1. Product: [Cl:1][C:2]1[CH:3]=[C:4]([NH:17][C:18]2[C:23]([C:24]#[C:25][C:26]3[CH:27]=[C:28]([NH:32][C:33](=[S:45])[CH3:34])[CH:29]=[CH:30][CH:31]=3)=[CH:22][N:21]=[CH:20][N:19]=2)[CH:5]=[CH:6][C:7]=1[O:8][CH2:9][C:10]1[CH:15]=[CH:14][CH:13]=[C:12]([F:16])[CH:11]=1. The catalyst class is: 11. (3) Reactant: [C:1]([O:5][C:6]([N:8]([C:35]([O:37][C:38]([CH3:41])([CH3:40])[CH3:39])=[O:36])[C:9]1[C:18]2[C:13](=[CH:14][C:15]([NH:19][CH:20]([C:24]3[CH:29]=[CH:28][C:27]([CH2:30][CH:31]([OH:34])[CH2:32][CH3:33])=[CH:26][CH:25]=3)[C:21]([OH:23])=O)=[CH:16][CH:17]=2)[CH:12]=[CH:11][N:10]=1)=[O:7])([CH3:4])([CH3:3])[CH3:2].Cl.[C:43]([C:45]1[CH:46]=[C:47]([CH:50]=[CH:51][CH:52]=1)CN)#[N:44].C1CN([P+]([O:69][N:70]2N=NC3C=CC=CC2=3)(N2CCCC2)N2CCCC2)CC1.F[P-](F)(F)(F)(F)F.CN(C=[O:90])C. Product: [C:1]([O:5][C:6]([N:8]([C:35]([O:37][C:38]([CH3:41])([CH3:40])[CH3:39])=[O:36])[C:9]1[C:18]2[C:13](=[CH:14][C:15]([NH:19][CH:20]([C:24]3[CH:25]=[CH:26][C:27]([CH2:30][CH:31]([OH:34])[CH2:32][CH3:33])=[CH:28][CH:29]=3)[C:21]([NH:44][CH2:43][C:45]3[CH:52]=[CH:51][CH:50]=[C:47]([N+:70]([O-:69])=[O:90])[CH:46]=3)=[O:23])=[CH:16][CH:17]=2)[CH:12]=[CH:11][N:10]=1)=[O:7])([CH3:2])([CH3:4])[CH3:3]. The catalyst class is: 6.